Dataset: HIV replication inhibition screening data with 41,000+ compounds from the AIDS Antiviral Screen. Task: Binary Classification. Given a drug SMILES string, predict its activity (active/inactive) in a high-throughput screening assay against a specified biological target. The drug is Nc1cc(C(=O)NC2C3CC4CC(C3)CC2C4)nc(S)n1. The result is 0 (inactive).